From a dataset of Full USPTO retrosynthesis dataset with 1.9M reactions from patents (1976-2016). Predict the reactants needed to synthesize the given product. Given the product [CH3:34][N:35]([CH3:40])[CH2:36][C:37]([N:60]1[CH2:59][CH2:58][C:57]2[C:50]3[C:49]([NH:48][C:45]4[CH:46]=[CH:47][C:42]([F:41])=[CH:43][C:44]=4[O:62][CH:63]4[CH2:68][CH2:67][O:66][CH2:65][CH2:64]4)=[N:54][CH:53]=[N:52][C:51]=3[S:55][C:56]=2[CH2:61]1)=[O:38], predict the reactants needed to synthesize it. The reactants are: CN(C(ON1N=NC2C=CC=NC1=2)=[N+](C)C)C.F[P-](F)(F)(F)(F)F.CCN(C(C)C)C(C)C.[CH3:34][N:35]([CH3:40])[CH2:36][C:37](O)=[O:38].[F:41][C:42]1[CH:47]=[CH:46][C:45]([NH:48][C:49]2[C:50]3[C:57]4[CH2:58][CH2:59][NH:60][CH2:61][C:56]=4[S:55][C:51]=3[N:52]=[CH:53][N:54]=2)=[C:44]([O:62][CH:63]2[CH2:68][CH2:67][O:66][CH2:65][CH2:64]2)[CH:43]=1.